From a dataset of Reaction yield outcomes from USPTO patents with 853,638 reactions. Predict the reaction yield, written as a fraction of the theoretical maximum amount of product (1.0 means a 100% yield; for example, 0.34 means a 34% yield). (1) The reactants are Br[C:2]1[C:3]2[C:8]([CH:9]=[C:10]3[C:15]=1[CH:14]=[CH:13][CH:12]=[CH:11]3)=[CH:7][CH:6]=[CH:5][CH:4]=2.[C:16]1([BrH](O)(=O)=O)[CH:21]=[CH:20][CH:19]=[CH:18][CH:17]=1.C(=O)([O-])[O-].[K+].[K+].C1(C)C=CC=CC=1P(C1C=CC=CC=1C)C1C=CC=CC=1C. The catalyst is CC([O-])=O.CC([O-])=O.[Pd+2].COCCOC. The product is [C:16]1([C:2]2[C:3]3[C:8]([CH:9]=[C:10]4[C:15]=2[CH:14]=[CH:13][CH:12]=[CH:11]4)=[CH:7][CH:6]=[CH:5][CH:4]=3)[CH:21]=[CH:20][CH:19]=[CH:18][CH:17]=1. The yield is 0.850. (2) The reactants are [Br:1][C:2]1[CH:7]=[CH:6][C:5]([CH2:8][C:9]([OH:11])=O)=[CH:4][CH:3]=1.S(Cl)([Cl:14])=O. No catalyst specified. The product is [Br:1][C:2]1[CH:7]=[CH:6][C:5]([CH2:8][C:9]([Cl:14])=[O:11])=[CH:4][CH:3]=1. The yield is 1.00. (3) The reactants are [CH3:1][Mg+].[Br-].[CH2:4]([O:11][C:12]1[CH:17]=[CH:16][C:15]([N:18]2[CH:23]=[C:22]([O:24][CH3:25])[C:21](=[O:26])[C:20]([C:27](N(OC)C)=[O:28])=[N:19]2)=[C:14]([F:33])[CH:13]=1)[C:5]1[CH:10]=[CH:9][CH:8]=[CH:7][CH:6]=1. The catalyst is C1COCC1. The product is [C:27]([C:20]1[C:21](=[O:26])[C:22]([O:24][CH3:25])=[CH:23][N:18]([C:15]2[CH:16]=[CH:17][C:12]([O:11][CH2:4][C:5]3[CH:10]=[CH:9][CH:8]=[CH:7][CH:6]=3)=[CH:13][C:14]=2[F:33])[N:19]=1)(=[O:28])[CH3:1]. The yield is 0.850.